From a dataset of Full USPTO retrosynthesis dataset with 1.9M reactions from patents (1976-2016). Predict the reactants needed to synthesize the given product. (1) Given the product [N:10]1[C:11]2[C:6](=[CH:5][CH:4]=[CH:3][C:2]=2[NH:1][C:19](=[O:21])[CH3:20])[CH:7]=[CH:8][CH:9]=1, predict the reactants needed to synthesize it. The reactants are: [NH2:1][C:2]1[CH:3]=[CH:4][CH:5]=[C:6]2[C:11]=1[N:10]=[CH:9][CH:8]=[CH:7]2.C(N(CC)CC)C.[C:19](OC(=O)C)(=[O:21])[CH3:20].C([O-])(O)=O.[Na+]. (2) The reactants are: Cl[C:2]1[N:3]=[C:4]([N:20]2[CH2:25][CH2:24][O:23][CH2:22][CH2:21]2)[C:5]2[S:10][C:9]([C:11]3[CH:12]=[C:13]([CH:17]=[CH:18][CH:19]=3)[C:14]([OH:16])=[O:15])=[CH:8][C:6]=2[N:7]=1.[NH2:26][C:27]1[N:32]=[CH:31][C:30](B2OC(C)(C)C(C)(C)O2)=[CH:29][N:28]=1. Given the product [NH2:26][C:27]1[N:32]=[CH:31][C:30]([C:2]2[N:3]=[C:4]([N:20]3[CH2:25][CH2:24][O:23][CH2:22][CH2:21]3)[C:5]3[S:10][C:9]([C:11]4[CH:12]=[C:13]([CH:17]=[CH:18][CH:19]=4)[C:14]([OH:16])=[O:15])=[CH:8][C:6]=3[N:7]=2)=[CH:29][N:28]=1, predict the reactants needed to synthesize it. (3) Given the product [F:12][C:13]([F:26])([F:25])[S:14]([O:11][C:4]1[CH:5]=[CH:6][C:7]([N+:8]([O-:10])=[O:9])=[C:2]([F:1])[CH:3]=1)(=[O:16])=[O:15], predict the reactants needed to synthesize it. The reactants are: [F:1][C:2]1[CH:3]=[C:4]([OH:11])[CH:5]=[CH:6][C:7]=1[N+:8]([O-:10])=[O:9].[F:12][C:13]([F:26])([F:25])[S:14](O[S:14]([C:13]([F:26])([F:25])[F:12])(=[O:16])=[O:15])(=[O:16])=[O:15].C(N(CC)CC)C. (4) Given the product [C:12]([O:11][C@@H:7]1[CH2:8][CH2:9][CH2:10][C@H:6]1[CH2:1][CH2:2][CH2:3][CH:4]=[CH2:5])(=[O:14])[CH3:13], predict the reactants needed to synthesize it. The reactants are: [CH2:1]([C@@H:6]1[CH2:10][CH2:9][CH2:8][C@H:7]1[OH:11])[CH2:2][CH2:3][CH:4]=[CH2:5].[C:12](OC=C)(=[O:14])[CH3:13]. (5) Given the product [NH2:1][C:2]1[CH:10]=[CH:9][C:5]([C:6]([N:20]([O:19][CH3:15])[CH3:21])=[O:7])=[CH:4][C:3]=1[Br:11], predict the reactants needed to synthesize it. The reactants are: [NH2:1][C:2]1[CH:10]=[CH:9][C:5]([C:6](O)=[O:7])=[CH:4][C:3]=1[Br:11].CN([C:15]([O:19][N:20]1N=NC2C=CC=N[C:21]1=2)=[N+](C)C)C.F[P-](F)(F)(F)(F)F.Cl.CONC. (6) Given the product [F:30][CH:2]([F:1])[O:3][C:4]1[CH:9]=[CH:8][C:7]([C@@H:10]([N:12]2[CH2:17][CH2:16][C@:15]([CH2:18][CH2:19][C:20]([OH:31])=[O:21])([C:22]3[CH:23]=[CH:24][C:25]([F:28])=[CH:26][CH:27]=3)[O:14][C:13]2=[O:29])[CH3:11])=[CH:6][CH:5]=1, predict the reactants needed to synthesize it. The reactants are: [F:1][CH:2]([F:30])[O:3][C:4]1[CH:9]=[CH:8][C:7]([C@@H:10]([N:12]2[CH2:17][CH2:16][C@@:15]([C:22]3[CH:27]=[CH:26][C:25]([F:28])=[CH:24][CH:23]=3)([CH2:18][CH2:19][CH2:20][OH:21])[O:14][C:13]2=[O:29])[CH3:11])=[CH:6][CH:5]=1.[OH2:31].